From a dataset of Full USPTO retrosynthesis dataset with 1.9M reactions from patents (1976-2016). Predict the reactants needed to synthesize the given product. (1) Given the product [N+:22]([C:25]1[CH:30]=[CH:29][C:28]([S:31][C:10]2[NH:11][C:7]([C:1]3[CH:6]=[CH:5][CH:4]=[CH:3][CH:2]=3)=[CH:8][C:9]=2[C:12]#[N:13])=[CH:27][CH:26]=1)([O-:24])=[O:23], predict the reactants needed to synthesize it. The reactants are: [C:1]1([C:7](=O)[CH2:8][CH:9]([C:12]#[N:13])[C:10]#[N:11])[CH:6]=[CH:5][CH:4]=[CH:3][CH:2]=1.C(N(CC)CC)C.[N+:22]([C:25]1[CH:30]=[CH:29][C:28]([SH:31])=[CH:27][CH:26]=1)([O-:24])=[O:23]. (2) Given the product [CH2:3]1[C:4]2[C:9](=[CH:8][CH:7]=[CH:6][CH:5]=2)[CH2:10][CH:2]1[NH:1][C:20](=[O:21])[C:19]([F:26])([F:25])[F:18], predict the reactants needed to synthesize it. The reactants are: [NH2:1][CH:2]1[CH2:10][C:9]2[C:4](=[CH:5][CH:6]=[CH:7][CH:8]=2)[CH2:3]1.C(OC(C)C)(=O)C.[F:18][C:19]([F:26])([F:25])[C:20](OCC)=[O:21]. (3) Given the product [C:15]1([C:25]2[NH:1][N:2]=[C:3]([C:4]3[CH:5]=[N:6][CH:7]=[CH:8][C:9]=3[C:10]([F:11])([F:12])[F:13])[N:14]=2)[C:24]2[C:19](=[CH:20][CH:21]=[CH:22][CH:23]=2)[CH:18]=[CH:17][CH:16]=1, predict the reactants needed to synthesize it. The reactants are: [NH2:1][NH:2][C:3](=[NH:14])[C:4]1[C:9]([C:10]([F:13])([F:12])[F:11])=[CH:8][CH:7]=[N:6][CH:5]=1.[C:15]1([CH:25]=O)[C:24]2[C:19](=[CH:20][CH:21]=[CH:22][CH:23]=2)[CH:18]=[CH:17][CH:16]=1. (4) Given the product [Cl:8][C:7]1[C:2]([Cl:1])=[CH:3][C:4]([OH:9])=[C:5]([N+:15]([O-:17])=[O:16])[CH:6]=1, predict the reactants needed to synthesize it. The reactants are: [Cl:1][C:2]1[CH:3]=[C:4]([OH:9])[CH:5]=[CH:6][C:7]=1[Cl:8].OS(O)(=O)=O.[N+:15]([O-])([OH:17])=[O:16]. (5) Given the product [CH2:12]([NH:11][C:9]([NH:8][C:5]1[N:6]=[CH:7][C:2]([C:37]2[CH:38]=[N:39][CH:40]=[C:41]([C:42]([O:44][CH2:45][CH3:46])=[O:43])[CH:47]=2)=[C:3]([C:14]2[S:15][CH:16]=[C:17]([C:19]([F:22])([F:21])[F:20])[N:18]=2)[CH:4]=1)=[O:10])[CH3:13], predict the reactants needed to synthesize it. The reactants are: Br[C:2]1[C:3]([C:14]2[S:15][CH:16]=[C:17]([C:19]([F:22])([F:21])[F:20])[N:18]=2)=[CH:4][C:5]([NH:8][C:9]([NH:11][CH2:12][CH3:13])=[O:10])=[N:6][CH:7]=1.C(=O)([O-])[O-].[Cs+].[Cs+].CC1(C)C(C)(C)OB([C:37]2[CH:38]=[N:39][CH:40]=[C:41]([CH:47]=2)[C:42]([O:44][CH2:45][CH3:46])=[O:43])O1. (6) Given the product [CH3:11][C:12]1([CH3:28])[C:16]([CH3:18])([CH3:17])[O:15][B:14]([C:2]2[CH:3]=[C:4]3[CH:10]=[CH:9][NH:8][C:5]3=[N:6][CH:7]=2)[O:13]1, predict the reactants needed to synthesize it. The reactants are: Br[C:2]1[CH:3]=[C:4]2[CH:10]=[CH:9][NH:8][C:5]2=[N:6][CH:7]=1.[CH3:11][C:12]1([CH3:28])[C:16]([CH3:18])([CH3:17])[O:15][B:14]([B:14]2[O:15][C:16]([CH3:18])([CH3:17])[C:12]([CH3:28])([CH3:11])[O:13]2)[O:13]1.CC([O-])=O.[K+]. (7) The reactants are: [CH2:1]([O:5][C:6]1[CH:10]=[C:9]([C:11]([O:13]C)=[O:12])[N:8]([CH2:15][C:16]2[CH:21]=[CH:20][C:19]([C:22]([F:25])([F:24])[F:23])=[CH:18][C:17]=2[Cl:26])[N:7]=1)[CH2:2][CH2:3][CH3:4].[OH-].[Na+].O1CCCC1. Given the product [CH2:1]([O:5][C:6]1[CH:10]=[C:9]([C:11]([OH:13])=[O:12])[N:8]([CH2:15][C:16]2[CH:21]=[CH:20][C:19]([C:22]([F:25])([F:24])[F:23])=[CH:18][C:17]=2[Cl:26])[N:7]=1)[CH2:2][CH2:3][CH3:4], predict the reactants needed to synthesize it.